Dataset: Forward reaction prediction with 1.9M reactions from USPTO patents (1976-2016). Task: Predict the product of the given reaction. (1) Given the reactants [Br:1]/[CH:2]=[C:3]1\[CH2:4][CH2:5][CH2:6][C@@:7]2([CH3:15])[C@H:11]\1[CH2:10][CH:9]=[C:8]2[C:12](=[O:14])[CH3:13].B1(C)OC(C2C=CC=CC=2)(C2C=CC=CC=2)[C@@H]2N1CCC2.CSC.B.[H][H], predict the reaction product. The product is: [Br:1]/[CH:2]=[C:3]1\[CH2:4][CH2:5][CH2:6][C@@:7]2([CH3:15])[C@H:11]\1[CH2:10][CH:9]=[C:8]2[C@@H:12]([OH:14])[CH3:13]. (2) Given the reactants [Cl:1][C:2]1[CH:3]=[C:4]2[C:14](=[CH:15][CH:16]=1)[C:8]1([CH2:13][CH2:12][O:11][CH2:10][CH2:9]1)[C:7]([OH:17])=[C:6]([C:18]([O:20]CC)=O)[C:5]2=[O:23].[H-].[Na+].[CH2:26]([Mg]Br)[CH2:27][CH:28]=[CH2:29], predict the reaction product. The product is: [Cl:1][C:2]1[CH:3]=[C:4]2[C:14](=[CH:15][CH:16]=1)[C:8]1([CH2:9][CH2:10][O:11][CH2:12][CH2:13]1)[C:7]([OH:17])=[C:6]([C:18](=[O:20])[CH2:29][CH2:28][CH:27]=[CH2:26])[C:5]2=[O:23]. (3) Given the reactants [Cl:1][C:2]1[CH:7]=[CH:6][C:5]([C:8]2[CH:13]=[CH:12][N:11]3[C:14](=[O:31])[N:15]([CH2:17][C:18]4[C:19]([C:28](Cl)=[O:29])=[N:20][C:21]([C:24]([F:27])([F:26])[F:25])=[CH:22][CH:23]=4)[N:16]=[C:10]3[C:9]=2[C:32]2[CH:37]=[CH:36][N:35]=[CH:34][CH:33]=2)=[CH:4][CH:3]=1.CN.C[CH2:41][N:42](CC)CC, predict the reaction product. The product is: [Cl:1][C:2]1[CH:3]=[CH:4][C:5]([C:8]2[CH:13]=[CH:12][N:11]3[C:14](=[O:31])[N:15]([CH2:17][C:18]4[C:19]([C:28]([NH:42][CH3:41])=[O:29])=[N:20][C:21]([C:24]([F:26])([F:25])[F:27])=[CH:22][CH:23]=4)[N:16]=[C:10]3[C:9]=2[C:32]2[CH:33]=[CH:34][N:35]=[CH:36][CH:37]=2)=[CH:6][CH:7]=1.